Dataset: Forward reaction prediction with 1.9M reactions from USPTO patents (1976-2016). Task: Predict the product of the given reaction. (1) Given the reactants [NH2:1][C:2]1[CH:7]=[CH:6][C:5]([O:8][C:9]([F:12])([F:11])[F:10])=[CH:4][C:3]=1[C:13]([C:15]1[CH:20]=[CH:19][C:18]([F:21])=[C:17]([F:22])[CH:16]=1)=O.[F:23][C:24]([F:32])([F:31])[C:25](=[O:30])[CH2:26][C:27](=O)[CH3:28].C(O)(C)C, predict the reaction product. The product is: [F:22][C:17]1[CH:16]=[C:15]([C:13]2[C:3]3[C:2](=[CH:7][CH:6]=[C:5]([O:8][C:9]([F:12])([F:11])[F:10])[CH:4]=3)[N:1]=[C:27]([CH3:28])[C:26]=2[C:25](=[O:30])[C:24]([F:32])([F:31])[F:23])[CH:20]=[CH:19][C:18]=1[F:21]. (2) Given the reactants [OH:1][CH:2]1[CH:7]([C:8]2[CH:13]=[CH:12][C:11]([O:14][CH2:15][CH2:16][CH2:17][O:18][C:19]3[CH:20]=[C:21]([CH3:25])[CH:22]=[CH:23][CH:24]=3)=[CH:10][CH:9]=2)[CH2:6][CH2:5][N:4]([C:26]([O:28][C:29]([CH3:32])([CH3:31])[CH3:30])=[O:27])[CH2:3]1.Cl[CH2:34][C:35]1[CH:36]=[CH:37][C:38]2[O:43][CH2:42][C:41](=[O:44])[N:40]([CH2:45][CH2:46][CH2:47][O:48][CH3:49])[C:39]=2[CH:50]=1, predict the reaction product. The product is: [CH3:49][O:48][CH2:47][CH2:46][CH2:45][N:40]1[C:39]2[CH:50]=[C:35]([CH2:34][O:1][CH:2]3[CH:7]([C:8]4[CH:9]=[CH:10][C:11]([O:14][CH2:15][CH2:16][CH2:17][O:18][C:19]5[CH:20]=[C:21]([CH3:25])[CH:22]=[CH:23][CH:24]=5)=[CH:12][CH:13]=4)[CH2:6][CH2:5][N:4]([C:26]([O:28][C:29]([CH3:32])([CH3:31])[CH3:30])=[O:27])[CH2:3]3)[CH:36]=[CH:37][C:38]=2[O:43][CH2:42][C:41]1=[O:44]. (3) Given the reactants NC1C=CC(S(NC2C=CC=CC=2C)(=O)=O)=CC=1.[N+:19]([C:22]1[CH:27]=[CH:26][C:25]([S:28]([NH:31][C:32]2[CH:37]=[CH:36][C:35]([CH3:38])=[CH:34][CH:33]=2)(=[O:30])=[O:29])=[CH:24][CH:23]=1)([O-])=O, predict the reaction product. The product is: [NH2:19][C:22]1[CH:27]=[CH:26][C:25]([S:28]([NH:31][C:32]2[CH:37]=[CH:36][C:35]([CH3:38])=[CH:34][CH:33]=2)(=[O:30])=[O:29])=[CH:24][CH:23]=1. (4) The product is: [C:33]([O:37][C:4]1([F:31])[C:3]([CH2:43][CH:42]=[O:44])=[CH:2][C:29]([F:30])=[CH:28][CH:5]1[O:6][CH2:7][CH2:8][C@@H:9]1[CH2:11][C@@H:10]1[CH:12]1[CH2:13][CH2:14][N:15]([C:18]([O:20][CH2:21][C:22]2[CH:23]=[CH:24][CH:25]=[CH:26][CH:27]=2)=[O:19])[CH2:16][CH2:17]1)([CH3:36])([CH3:35])[CH3:34]. Given the reactants Br[C:2]1[C:29]([F:30])=[CH:28][C:5]([O:6][CH2:7][CH2:8][C@@H:9]2[CH2:11][C@@H:10]2[CH:12]2[CH2:17][CH2:16][N:15]([C:18]([O:20][CH2:21][C:22]3[CH:27]=[CH:26][CH:25]=[CH:24][CH:23]=3)=[O:19])[CH2:14][CH2:13]2)=[C:4]([F:31])[CH:3]=1.[Cl-].[C:33]([O:37]C(=O)C[Zn+])([CH3:36])([CH3:35])[CH3:34].[CH2:42]([O:44]CC)[CH3:43].CC(C1C=C(C(C)C)C(C2C=CC=CC=2P(C2CCCCC2)C2CCCCC2)=C(C(C)C)C=1)C, predict the reaction product. (5) Given the reactants [Cl:1][C:2]1[CH:3]=[CH:4][C:5]2[C:11]3[N:12](CC4C=CC(OC)=CC=4OC)[C:13](=[O:21])[C:14]([C:17]([O:19]C)=[O:18])=[C:15]([OH:16])[C:10]=3[CH2:9][CH2:8][CH2:7][C:6]=2[CH:33]=1.[CH3:34][N:35]([CH3:42])[CH:36]1[CH2:41][CH2:40][CH2:39][NH:38][CH2:37]1, predict the reaction product. The product is: [ClH:1].[CH3:34][N:35]([CH3:42])[CH:36]1[CH2:41][CH2:40][CH2:39][N:38]([C:2]2[CH:3]=[CH:4][C:5]3[C:11]4[NH:12][C:13](=[O:21])[C:14]([C:17]([OH:19])=[O:18])=[C:15]([OH:16])[C:10]=4[CH2:9][CH2:8][CH2:7][C:6]=3[CH:33]=2)[CH2:37]1. (6) Given the reactants [F:1][C:2]1[CH:38]=[CH:37][C:5]([O:6][C:7]2[CH:12]=[CH:11][C:10]([NH:13][C:14]([NH:16][C:17]3[CH:22]=[CH:21][C:20]([O:23][C:24]4[CH:29]=[CH:28][N:27]=[C:26]5[NH:30][N:31]=[CH:32][C:25]=45)=[CH:19][CH:18]=3)=[O:15])=[CH:9][C:8]=2[C:33]([F:36])([F:35])[F:34])=[CH:4][CH:3]=1.[C:39](O)(=[O:42])[CH:40]=[O:41], predict the reaction product. The product is: [F:1][C:2]1[CH:3]=[CH:4][C:5]([O:6][C:7]2[CH:12]=[CH:11][C:10]([N:13]3[C:40]([OH:41])=[C:39]([OH:42])[N:16]([C:17]4[CH:18]=[CH:19][C:20]([O:23][C:24]5[CH:29]=[CH:28][N:27]=[C:26]6[NH:30][N:31]=[CH:32][C:25]=56)=[CH:21][CH:22]=4)[C:14]3=[O:15])=[CH:9][C:8]=2[C:33]([F:35])([F:36])[F:34])=[CH:37][CH:38]=1. (7) Given the reactants Cl.C(N=C=NCCCN(C)C)C.[CH2:13]([O:20][C:21]([C:23]1([NH2:29])[CH2:28][CH2:27][CH2:26][CH2:25][CH2:24]1)=[O:22])[C:14]1[CH:19]=[CH:18][CH:17]=[CH:16][CH:15]=1.[O:30]1[CH2:34][CH2:33][CH2:32][C@H:31]1[C:35](O)=[O:36].ON1C2C=CC=CC=2N=N1, predict the reaction product. The product is: [CH2:13]([O:20][C:21]([C:23]1([NH:29][C:35]([C@@H:31]2[CH2:32][CH2:33][CH2:34][O:30]2)=[O:36])[CH2:24][CH2:25][CH2:26][CH2:27][CH2:28]1)=[O:22])[C:14]1[CH:19]=[CH:18][CH:17]=[CH:16][CH:15]=1. (8) Given the reactants [H-].[Na+].F[C:4]1[C:11]([O:12][C:13]2[CH:18]=[CH:17][CH:16]=[CH:15][CH:14]=2)=[CH:10][C:7]([CH:8]=[O:9])=[C:6]([N+:19]([O-:21])=[O:20])[CH:5]=1.[CH2:22]([OH:24])[CH3:23], predict the reaction product. The product is: [CH2:22]([O:24][C:4]1[C:11]([O:12][C:13]2[CH:18]=[CH:17][CH:16]=[CH:15][CH:14]=2)=[CH:10][C:7]([CH:8]=[O:9])=[C:6]([N+:19]([O-:21])=[O:20])[CH:5]=1)[CH3:23]. (9) Given the reactants [Cl:1][C:2]1[C:11]2[N:10]([CH3:12])[O:9][C@H:8]3[NH:13][C@H:14]([C:16]([O:18][C@@H:19]4[C@:28]5([OH:29])[C@@H:23]([C@H:24]([CH:31]([CH3:34])[CH:32]=O)[CH2:25][CH2:26][C@H:27]5[CH3:30])[CH:22]=[C:21]([CH3:35])[C@H:20]4[O:36][C:37](=[O:39])[CH3:38])=[O:17])[CH2:15][C@@:7]3([OH:40])[C:6]=2[CH:5]=[CH:4][CH:3]=1.[Cl:41][C:42]1[CH:47]=[CH:46][C:45]([O:48][CH:49]2[CH2:54][CH2:53][NH:52][CH2:51][CH2:50]2)=[CH:44][CH:43]=1.C(O[BH-](OC(=O)C)OC(=O)C)(=O)C.[Na+].C(N(CC)CC)C, predict the reaction product. The product is: [Cl:1][C:2]1[C:11]2[N:10]([CH3:12])[O:9][C@H:8]3[NH:13][C@H:14]([C:16]([O:18][C@@H:19]4[C@:28]5([OH:29])[C@@H:23]([C@H:24]([C@@H:31]([CH3:32])[CH2:34][N:52]6[CH2:53][CH2:54][CH:49]([O:48][C:45]7[CH:46]=[CH:47][C:42]([Cl:41])=[CH:43][CH:44]=7)[CH2:50][CH2:51]6)[CH2:25][CH2:26][C@H:27]5[CH3:30])[CH:22]=[C:21]([CH3:35])[C@H:20]4[O:36][C:37](=[O:39])[CH3:38])=[O:17])[CH2:15][C@@:7]3([OH:40])[C:6]=2[CH:5]=[CH:4][CH:3]=1.